From a dataset of Full USPTO retrosynthesis dataset with 1.9M reactions from patents (1976-2016). Predict the reactants needed to synthesize the given product. (1) Given the product [Br:1][C:2]1[C:3]([Cl:9])=[CH:4][C:5]([NH:8][C:10](=[O:12])[CH3:11])=[N:6][CH:7]=1, predict the reactants needed to synthesize it. The reactants are: [Br:1][C:2]1[C:3]([Cl:9])=[CH:4][C:5]([NH2:8])=[N:6][CH:7]=1.[C:10](Cl)(=[O:12])[CH3:11]. (2) Given the product [CH2:1]([O:8][C:9]1[CH:10]=[C:11]2[C:15](=[CH:16][C:17]=1[O:18][CH3:19])[NH:14][CH:13]=[C:12]2[CH2:20][C:21]([OH:23])=[O:22])[C:2]1[CH:3]=[CH:4][CH:5]=[CH:6][CH:7]=1, predict the reactants needed to synthesize it. The reactants are: [CH2:1]([O:8][C:9]1[CH:10]=[C:11]2[C:15](=[CH:16][C:17]=1[O:18][CH3:19])[NH:14][CH:13]=[C:12]2[CH2:20][C:21]([O:23]C)=[O:22])[C:2]1[CH:7]=[CH:6][CH:5]=[CH:4][CH:3]=1.CO.C1COCC1.[Li+].[OH-]. (3) Given the product [C:6]([C:7]1[CH:8]=[CH:9][C:10]2[N:14]=[C:13]([CH2:15][NH:16][C:17](=[O:23])[O:18][C:19]([CH3:20])([CH3:21])[CH3:22])[NH:12][C:11]=2[CH:24]=1)#[CH:5], predict the reactants needed to synthesize it. The reactants are: C[Si]([C:5]#[C:6][C:7]1[CH:8]=[CH:9][C:10]2[N:14]=[C:13]([CH2:15][NH:16][C:17](=[O:23])[O:18][C:19]([CH3:22])([CH3:21])[CH3:20])[NH:12][C:11]=2[CH:24]=1)(C)C.C(=O)([O-])[O-].[K+].[K+].